Dataset: Forward reaction prediction with 1.9M reactions from USPTO patents (1976-2016). Task: Predict the product of the given reaction. (1) Given the reactants [Cl:1][C:2]1[CH:7]=[CH:6][C:5]([CH2:8][CH2:9]O)=[CH:4][CH:3]=1.C1(P(C2C=CC=CC=2)C2C=CC=CC=2)C=CC=CC=1.C(Br)(Br)(Br)[Br:31], predict the reaction product. The product is: [Br:31][CH2:9][CH2:8][C:5]1[CH:6]=[CH:7][C:2]([Cl:1])=[CH:3][CH:4]=1. (2) Given the reactants CCN(C(C)C)C(C)C.[C:10]1([C:16]2[NH:20][C:19]([C:21]([OH:23])=O)=[CH:18][CH:17]=2)[CH:15]=[CH:14][CH:13]=[CH:12][CH:11]=1.C1C=CC2N(O)N=NC=2C=1.CCN=C=NCCCN(C)C.Cl.[NH2:46][CH2:47][C:48]([N:50]1[CH2:55][CH2:54][N:53]([C:56](=[O:67])[C:57]2[CH:62]=[CH:61][CH:60]=[CH:59][C:58]=2[C:63]([F:66])([F:65])[F:64])[CH2:52][CH2:51]1)=[O:49], predict the reaction product. The product is: [O:49]=[C:48]([N:50]1[CH2:51][CH2:52][N:53]([C:56](=[O:67])[C:57]2[CH:62]=[CH:61][CH:60]=[CH:59][C:58]=2[C:63]([F:66])([F:65])[F:64])[CH2:54][CH2:55]1)[CH2:47][NH:46][C:21]([C:19]1[NH:20][C:16]([C:10]2[CH:11]=[CH:12][CH:13]=[CH:14][CH:15]=2)=[CH:17][CH:18]=1)=[O:23]. (3) Given the reactants Cl[C:2]1[CH:7]=[CH:6][CH:5]=[CH:4][C:3]=1[NH:8][C:9]1[NH:14][C:13]2=[C:15]([OH:22])[CH:16]=[C:17]([N+:19]([O-:21])=[O:20])[CH:18]=[C:12]2[S:11](=[O:24])(=[O:23])[N:10]=1.COC1C2NC(=O)NS(=O)(=O)C=2C=C([N+]([O-])=O)C=1.[Br:43]C1C=CC=CC=1N, predict the reaction product. The product is: [Br:43][C:2]1[CH:7]=[CH:6][CH:5]=[CH:4][C:3]=1[NH:8][C:9]1[NH:14][C:13]2=[C:15]([OH:22])[CH:16]=[C:17]([N+:19]([O-:21])=[O:20])[CH:18]=[C:12]2[S:11](=[O:24])(=[O:23])[N:10]=1. (4) Given the reactants C1(C(C2C=CC=CC=2)=N/N=C(/[C:12]2[S:13][CH:14]=[CH:15][C:16]=2[NH:17][N:18]=[C:19]([C:26]2C=CC=CC=2)C2C=CC=CC=2)\C)C=CC=CC=1.Cl.C([O-])(O)=O.[Na+], predict the reaction product. The product is: [CH3:26][C:19]1[C:12]2[S:13][CH:14]=[CH:15][C:16]=2[NH:17][N:18]=1. (5) The product is: [F:1][C:2]1[CH:7]=[CH:6][C:5]([C:8]2[C:13]([CH2:14][OH:15])=[C:12]([CH:18]([CH3:20])[CH3:19])[N:11]=[C:10]([S:21][CH3:22])[N:9]=2)=[CH:4][CH:3]=1. Given the reactants [F:1][C:2]1[CH:7]=[CH:6][C:5]([C:8]2[C:13]([C:14](OC)=[O:15])=[C:12]([CH:18]([CH3:20])[CH3:19])[N:11]=[C:10]([S:21][CH3:22])[N:9]=2)=[CH:4][CH:3]=1.C1(C)C=CC=CC=1.[H-].C([Al+]CC(C)C)C(C)C, predict the reaction product. (6) Given the reactants C[Si]([N-][Si](C)(C)C)(C)C.[Na+].[CH3:11][N:12]1[CH2:17][CH:16]=[C:15]([C:18]2[C:26]3[C:21](=[N:22][CH:23]=[CH:24][CH:25]=3)[NH:20][CH:19]=2)[CH2:14][CH2:13]1.[C:27]1([S:33](Cl)(=[O:35])=[O:34])[CH:32]=[CH:31][CH:30]=[CH:29][CH:28]=1, predict the reaction product. The product is: [CH3:11][N:12]1[CH2:13][CH:14]=[C:15]([C:18]2[C:26]3[C:21](=[N:22][CH:23]=[CH:24][CH:25]=3)[N:20]([S:33]([C:27]3[CH:32]=[CH:31][CH:30]=[CH:29][CH:28]=3)(=[O:35])=[O:34])[CH:19]=2)[CH2:16][CH2:17]1.